This data is from Peptide-MHC class I binding affinity with 185,985 pairs from IEDB/IMGT. The task is: Regression. Given a peptide amino acid sequence and an MHC pseudo amino acid sequence, predict their binding affinity value. This is MHC class I binding data. The peptide sequence is ATIMPHNLY. The MHC is HLA-A26:01 with pseudo-sequence HLA-A26:01. The binding affinity (normalized) is 0.0847.